From a dataset of Full USPTO retrosynthesis dataset with 1.9M reactions from patents (1976-2016). Predict the reactants needed to synthesize the given product. (1) The reactants are: C[O:2][C:3](=[O:35])/[C:4](/[NH:14][C:15](=[O:34])[C:16]1[CH:21]=[CH:20][C:19]([C:22]([NH:24][CH2:25][C:26]2[CH:31]=[CH:30][CH:29]=[C:28]([OH:32])[CH:27]=2)=[O:23])=[CH:18][C:17]=1[Cl:33])=[CH:5]/[C:6]1[S:10][CH:9]=[N:8][C:7]=1[CH:11]([CH3:13])[CH3:12].O.[OH-].[Li+]. Given the product [Cl:33][C:17]1[CH:18]=[C:19]([C:22]([NH:24][CH2:25][C:26]2[CH:31]=[CH:30][CH:29]=[C:28]([OH:32])[CH:27]=2)=[O:23])[CH:20]=[CH:21][C:16]=1[C:15]([NH:14]/[C:4](=[CH:5]\[C:6]1[S:10][CH:9]=[N:8][C:7]=1[CH:11]([CH3:13])[CH3:12])/[C:3]([OH:35])=[O:2])=[O:34], predict the reactants needed to synthesize it. (2) Given the product [Br:1][C:2]1[C:3]([CH3:32])=[C:4]([N:8]2[C:13](=[O:14])[CH:12]=[CH:11][N:10]([CH2:22][C:23]3[CH:28]=[CH:27][C:26]([O:29][CH3:30])=[CH:25][CH:24]=3)[C:9]2=[O:31])[CH:5]=[CH:6][CH:7]=1, predict the reactants needed to synthesize it. The reactants are: [Br:1][C:2]1[C:3]([CH3:32])=[C:4]([N:8]2[C:13](=[O:14])[CH:12]([Se]C3C=CC=CC=3)[CH2:11][N:10]([CH2:22][C:23]3[CH:28]=[CH:27][C:26]([O:29][CH3:30])=[CH:25][CH:24]=3)[C:9]2=[O:31])[CH:5]=[CH:6][CH:7]=1.OO.O. (3) The reactants are: [OH:1][CH2:2][C:3]1[O:4][C:5]2[CH:11]=[CH:10][C:9]([NH:12][CH2:13][CH2:14][N:15](C)[C:16](=O)OC(C)(C)C)=[CH:8][C:6]=2[CH:7]=1. Given the product [CH3:16][NH:15][CH2:14][CH2:13][NH:12][C:9]1[CH:10]=[CH:11][C:5]2[O:4][C:3]([CH2:2][OH:1])=[CH:7][C:6]=2[CH:8]=1, predict the reactants needed to synthesize it. (4) Given the product [CH2:1]([N:3]1[CH2:8][C:7]([CH2:11][CH3:12])([CH2:9][CH3:10])[O:6][C:5](=[O:13])[CH:4]1[CH2:25][C:26]([O:28][C:29]([CH3:32])([CH3:31])[CH3:30])=[O:27])[CH3:2], predict the reactants needed to synthesize it. The reactants are: [CH2:1]([N:3]1[CH2:8][C:7]([CH2:11][CH3:12])([CH2:9][CH3:10])[O:6][C:5](=[O:13])[CH2:4]1)[CH3:2].C[Si]([N-][Si](C)(C)C)(C)C.[Li+].Br[CH2:25][C:26]([O:28][C:29]([CH3:32])([CH3:31])[CH3:30])=[O:27]. (5) Given the product [Cl:37][C:33]1[C:32]([C:38]2[CH:43]=[CH:42][CH:41]=[C:40]([CH2:44][CH3:45])[CH:39]=2)=[C:31]([C:21]([OH:30])([C@@H:17]2[CH2:18][CH2:19][CH2:20][N:15]([C:13]([N:10]3[CH2:9][CH2:8][CH:7]([CH2:6][NH:5][S:55]([C:50]4[CH:51]=[CH:52][CH:53]=[CH:54][C:49]=4[N+:46]([O-:48])=[O:47])(=[O:56])=[O:57])[CH2:12][CH2:11]3)=[O:14])[CH2:16]2)[CH2:22][CH2:23][CH2:24][NH:25][C:26](=[O:29])[O:27][CH3:28])[CH:36]=[CH:35][CH:34]=1, predict the reactants needed to synthesize it. The reactants are: C(=O)([O-])N.[NH2:5][CH2:6][CH:7]1[CH2:12][CH2:11][N:10]([C:13]([N:15]2[CH2:20][CH2:19][CH2:18][C@@H:17]([C:21]([C:31]3[CH:36]=[CH:35][CH:34]=[C:33]([Cl:37])[C:32]=3[C:38]3[CH:43]=[CH:42][CH:41]=[C:40]([CH2:44][CH3:45])[CH:39]=3)([OH:30])[CH2:22][CH2:23][CH2:24][NH:25][C:26](=[O:29])[O:27][CH3:28])[CH2:16]2)=[O:14])[CH2:9][CH2:8]1.[N+:46]([C:49]1[CH:54]=[CH:53][CH:52]=[CH:51][C:50]=1[S:55](Cl)(=[O:57])=[O:56])([O-:48])=[O:47].CCN(CC)CC. (6) Given the product [Cl:24][C:17]1[CH:16]=[C:15]([NH:14][CH3:12])[CH:23]=[CH:22][C:18]=1[CH2:19][OH:20], predict the reactants needed to synthesize it. The reactants are: [H-].[Al+3].[Li+].[H-].[H-].[H-].C(O[C:12]([NH:14][C:15]1[CH:23]=[CH:22][C:18]([C:19](O)=[O:20])=[C:17]([Cl:24])[CH:16]=1)=O)(C)(C)C. (7) Given the product [CH3:41][O:42][CH2:43][C:44]1[CH:45]=[CH:46][C:47]([O:52][C:53]([F:54])([F:55])[F:56])=[C:48]([CH:49]=1)[CH2:50][NH:51][C:36](=[O:37])[NH:1][C:2]1[N:6]([C:7]2[CH:12]=[CH:11][CH:10]=[CH:9][CH:8]=2)[N:5]=[C:4]([O:13][CH2:14][CH:15]2[CH2:16][N:17]([C:19]([O:21][C:22]([CH3:23])([CH3:25])[CH3:24])=[O:20])[CH2:18]2)[C:3]=1[CH3:26], predict the reactants needed to synthesize it. The reactants are: [NH2:1][C:2]1[N:6]([C:7]2[CH:12]=[CH:11][CH:10]=[CH:9][CH:8]=2)[N:5]=[C:4]([O:13][CH2:14][CH:15]2[CH2:18][N:17]([C:19]([O:21][C:22]([CH3:25])([CH3:24])[CH3:23])=[O:20])[CH2:16]2)[C:3]=1[CH3:26].C1(C2C=CC([CH2:36][O:37]C)=CC=2CN)CC1.[CH3:41][O:42][CH2:43][C:44]1[CH:45]=[CH:46][C:47]([O:52][C:53]([F:56])([F:55])[F:54])=[C:48]([CH2:50][NH2:51])[CH:49]=1. (8) Given the product [Cl:15][C:16]1[CH:21]=[CH:20][C:19]([CH2:22][O:1][C:2]2[N:6]([C:7]3[CH:12]=[C:11]([C:13]#[N:14])[CH:10]=[CH:9][N:8]=3)[N:5]=[CH:4][CH:3]=2)=[C:18]([O:24][CH2:25][C:26]2[CH:27]=[CH:28][C:29]([F:32])=[CH:30][CH:31]=2)[CH:17]=1, predict the reactants needed to synthesize it. The reactants are: [OH:1][C:2]1[N:6]([C:7]2[CH:12]=[C:11]([C:13]#[N:14])[CH:10]=[CH:9][N:8]=2)[N:5]=[CH:4][CH:3]=1.[Cl:15][C:16]1[CH:21]=[CH:20][C:19]([CH2:22]O)=[C:18]([O:24][CH2:25][C:26]2[CH:31]=[CH:30][C:29]([F:32])=[CH:28][CH:27]=2)[CH:17]=1. (9) Given the product [CH2:1]([N:8]1[CH:12]=[C:11]([C@@H:13]2[NH:18][CH2:17][CH2:16][N:15]3[C:26](=[O:29])[CH2:27][CH2:28][C@@H:14]23)[C:10]([CH3:30])=[N:9]1)[C:2]1[CH:7]=[CH:6][CH:5]=[CH:4][CH:3]=1, predict the reactants needed to synthesize it. The reactants are: [CH2:1]([N:8]1[CH:12]=[C:11]([C@@H:13]2[N:18](C(OC(C)(C)C)=O)[CH2:17][CH2:16][N:15]3[C:26](=[O:29])[CH2:27][CH2:28][C@@H:14]23)[C:10]([CH3:30])=[N:9]1)[C:2]1[CH:7]=[CH:6][CH:5]=[CH:4][CH:3]=1.Cl.CO. (10) The reactants are: [N+:1]([CH:4]([C:10]1[CH:19]=[CH:18][C:17]2[C:12](=[CH:13][CH:14]=[CH:15][C:16]=2[CH2:20][CH:21]=[CH2:22])[N:11]=1)[C:5]([O:7][CH2:8][CH3:9])=[O:6])([O-])=O.[C:23](O)(=O)[CH3:24]. Given the product [CH3:23][C:24]1[N:11]2[C:12]3[C:17]([CH:18]=[CH:19][C:10]2=[C:4]([C:5]([O:7][CH2:8][CH3:9])=[O:6])[N:1]=1)=[C:16]([CH2:20][CH:21]=[CH2:22])[CH:15]=[CH:14][CH:13]=3, predict the reactants needed to synthesize it.